Dataset: Full USPTO retrosynthesis dataset with 1.9M reactions from patents (1976-2016). Task: Predict the reactants needed to synthesize the given product. (1) Given the product [F:1][C:2]1[CH:3]=[C:4]([CH:16]=[C:17]([S:19]([CH3:22])(=[O:21])=[O:20])[CH:18]=1)[O:5][CH2:6][CH2:7][NH2:8], predict the reactants needed to synthesize it. The reactants are: [F:1][C:2]1[CH:3]=[C:4]([CH:16]=[C:17]([S:19]([CH3:22])(=[O:21])=[O:20])[CH:18]=1)[O:5][CH2:6][CH2:7][NH:8]C(=O)OC(C)(C)C.Cl.[OH-].[Na+]. (2) Given the product [C:45]([OH:48])(=[O:47])[CH3:46].[C:59]([OH:62])(=[O:61])[CH3:60].[NH2:1][C:2]1[N:7]=[CH:6][N:5]=[C:4]2[N:8]([CH:32]3[CH2:37][CH2:36][N:35]([CH2:43][C:41]4[N:40]=[CH:39][NH:38][CH:42]=4)[CH2:34][CH2:33]3)[N:9]=[C:10]([C:11]3[CH:16]=[CH:15][C:14]([NH:17][C:18]([C:20]4[N:21]([CH3:29])[C:22]5[C:27]([CH:28]=4)=[CH:26][CH:25]=[CH:24][CH:23]=5)=[O:19])=[C:13]([O:30][CH3:31])[CH:12]=3)[C:3]=12, predict the reactants needed to synthesize it. The reactants are: [NH2:1][C:2]1[N:7]=[CH:6][N:5]=[C:4]2[N:8]([CH:32]3[CH2:37][CH2:36][NH:35][CH2:34][CH2:33]3)[N:9]=[C:10]([C:11]3[CH:16]=[CH:15][C:14]([NH:17][C:18]([C:20]4[N:21]([CH3:29])[C:22]5[C:27]([CH:28]=4)=[CH:26][CH:25]=[CH:24][CH:23]=5)=[O:19])=[C:13]([O:30][CH3:31])[CH:12]=3)[C:3]=12.[NH:38]1[CH:42]=[C:41]([CH:43]=O)[N:40]=[CH:39]1.[C:45]([O:48][BH-]([O:48][C:45](=[O:47])[CH3:46])[O:48][C:45](=[O:47])[CH3:46])(=[O:47])[CH3:46].[Na+].[C:59]([OH:62])(=[O:61])[CH3:60].C(=O)(O)[O-].[Na+]. (3) Given the product [C:23]([C:27]1[N:28]=[C:29]([N:36]2[CH2:40][CH2:39][C:38]([F:41])([F:42])[CH2:37]2)[C:30]2[N:35]=[N:34][N:33]([CH2:45][C:46]([C:48]3[CH:53]=[CH:52][CH:51]=[CH:50][N:49]=3)=[O:47])[C:31]=2[N:32]=1)([CH3:26])([CH3:24])[CH3:25], predict the reactants needed to synthesize it. The reactants are: C(C1N=C(N2CCC(F)(F)C2)C2N=NN(CC)C=2N=1)(C)(C)C.[C:23]([C:27]1[N:28]=[C:29]([N:36]2[CH2:40][CH2:39][C:38]([F:42])([F:41])[CH2:37]2)[C:30]2[N:35]=[N:34][NH:33][C:31]=2[N:32]=1)([CH3:26])([CH3:25])[CH3:24].Br.Br[CH2:45][C:46]([C:48]1[CH:53]=[CH:52][CH:51]=[CH:50][N:49]=1)=[O:47]. (4) Given the product [NH2:38][C:34]1[CH:33]=[C:32]([C:25]2[N:26]=[C:27]3[N:31]([C:24]=2[C:22]2[CH:21]=[CH:20][N:19]=[C:18]([NH:17][C@@H:13]4[CH2:14][CH2:15][CH2:16][N:11]([S:8]([C:5]5[CH:4]=[CH:3][C:2]([Cl:1])=[CH:7][CH:6]=5)(=[O:10])=[O:9])[CH2:12]4)[N:23]=2)[CH:30]=[CH:29][S:28]3)[CH:37]=[CH:36][CH:35]=1, predict the reactants needed to synthesize it. The reactants are: [Cl:1][C:2]1[CH:7]=[CH:6][C:5]([S:8]([N:11]2[CH2:16][CH2:15][CH2:14][C@@H:13]([NH:17][C:18]3[N:23]=[C:22]([C:24]4[N:31]5[C:27]([S:28][CH:29]=[CH:30]5)=[N:26][C:25]=4[C:32]4[CH:37]=[CH:36][CH:35]=[C:34]([N+:38]([O-])=O)[CH:33]=4)[CH:21]=[CH:20][N:19]=3)[CH2:12]2)(=[O:10])=[O:9])=[CH:4][CH:3]=1.Cl.